This data is from Buchwald-Hartwig C-N cross coupling reaction yields with 55,370 reactions. The task is: Predict the reaction yield, written as a fraction of the theoretical maximum amount of product (1.0 means a 100% yield; for example, 0.34 means a 34% yield). (1) The reactants are CCc1ccc(Cl)cc1.Cc1ccc(N)cc1.O=S(=O)(O[Pd]1c2ccccc2-c2ccccc2N~1)C(F)(F)F.CC(C)c1cc(C(C)C)c(-c2ccccc2P(C(C)(C)C)C(C)(C)C)c(C(C)C)c1.CN1CCCN2CCCN=C12.Cc1cc(C)on1. No catalyst specified. The product is CCc1ccc(Nc2ccc(C)cc2)cc1. The yield is 0.0562. (2) The reactants are Brc1cccnc1.Cc1ccc(N)cc1.O=S(=O)(O[Pd]1c2ccccc2-c2ccccc2N~1)C(F)(F)F.COc1ccc(OC)c(P([C@]23C[C@H]4C[C@H](C[C@H](C4)C2)C3)[C@]23C[C@H]4C[C@H](C[C@H](C4)C2)C3)c1-c1c(C(C)C)cc(C(C)C)cc1C(C)C.CCN=P(N=P(N(C)C)(N(C)C)N(C)C)(N(C)C)N(C)C.CCOC(=O)c1ccon1. No catalyst specified. The product is Cc1ccc(Nc2cccnc2)cc1. The yield is 0. (3) The reactants are FC(F)(F)c1ccc(I)cc1.Cc1ccc(N)cc1.O=S(=O)(O[Pd]1c2ccccc2-c2ccccc2N~1)C(F)(F)F.COc1ccc(OC)c(P([C@]23C[C@H]4C[C@H](C[C@H](C4)C2)C3)[C@]23C[C@H]4C[C@H](C[C@H](C4)C2)C3)c1-c1c(C(C)C)cc(C(C)C)cc1C(C)C.CN(C)C(=NC(C)(C)C)N(C)C.CCOC(=O)c1cc(OC)no1. No catalyst specified. The product is Cc1ccc(Nc2ccc(C(F)(F)F)cc2)cc1. The yield is 0.394. (4) The reactants are Ic1cccnc1.Cc1ccc(N)cc1.O=S(=O)(O[Pd]1c2ccccc2-c2ccccc2N~1)C(F)(F)F.CC(C)c1cc(C(C)C)c(-c2ccccc2P(C(C)(C)C)C(C)(C)C)c(C(C)C)c1.CN1CCCN2CCCN=C12.c1ccc2nocc2c1. No catalyst specified. The product is Cc1ccc(Nc2cccnc2)cc1. The yield is 0.455. (5) The reactants are COc1ccc(I)cc1.Cc1ccc(N)cc1.O=S(=O)(O[Pd]1c2ccccc2-c2ccccc2N~1)C(F)(F)F.COc1ccc(OC)c(P([C@]23C[C@H]4C[C@H](C[C@H](C4)C2)C3)[C@]23C[C@H]4C[C@H](C[C@H](C4)C2)C3)c1-c1c(C(C)C)cc(C(C)C)cc1C(C)C.CN(C)C(=NC(C)(C)C)N(C)C.c1ccc(-c2ccno2)cc1. No catalyst specified. The product is COc1ccc(Nc2ccc(C)cc2)cc1. The yield is 0.401. (6) The reactants are CCc1ccc(I)cc1.Cc1ccc(N)cc1.O=S(=O)(O[Pd]1c2ccccc2-c2ccccc2N~1)C(F)(F)F.COc1ccc(OC)c(P(C(C)(C)C)C(C)(C)C)c1-c1c(C(C)C)cc(C(C)C)cc1C(C)C.CN(C)C(=NC(C)(C)C)N(C)C.CCOC(=O)c1cc(C)no1. No catalyst specified. The product is CCc1ccc(Nc2ccc(C)cc2)cc1. The yield is 0.746. (7) The reactants are COc1ccc(Cl)cc1.Cc1ccc(N)cc1.O=S(=O)(O[Pd]1c2ccccc2-c2ccccc2N~1)C(F)(F)F.CC(C)c1cc(C(C)C)c(-c2ccccc2P(C2CCCCC2)C2CCCCC2)c(C(C)C)c1.CN(C)C(=NC(C)(C)C)N(C)C.Cc1cc(-n2cccc2)no1. No catalyst specified. The product is COc1ccc(Nc2ccc(C)cc2)cc1. The yield is 0.0207.